Dataset: Retrosynthesis with 50K atom-mapped reactions and 10 reaction types from USPTO. Task: Predict the reactants needed to synthesize the given product. (1) Given the product Brc1ccc2nccc(N3CCOCC3)c2c1, predict the reactants needed to synthesize it. The reactants are: C1COCCN1.Clc1ccnc2ccc(Br)cc12. (2) Given the product Oc1ccc(Nc2nc(Cl)cc3ccccc23)cc1, predict the reactants needed to synthesize it. The reactants are: COc1ccc(Nc2nc(Cl)cc3ccccc23)cc1. (3) Given the product CC(C)(C)OC(=O)NC(=N)c1ccc(OCC(O)C(=O)O)cc1, predict the reactants needed to synthesize it. The reactants are: COC(=O)C(O)COc1ccc(C(=N)NC(=O)OC(C)(C)C)cc1. (4) The reactants are: CCCC1CCC(C2CCC(C=Cc3ccc(OCC)c(F)c3C(F)(F)F)CC2)CC1. Given the product CCCC1CCC(C2CCC(CCc3ccc(OCC)c(F)c3C(F)(F)F)CC2)CC1, predict the reactants needed to synthesize it. (5) Given the product OCCCc1cccc2c1B(O)OC2, predict the reactants needed to synthesize it. The reactants are: CCOC(=O)CCc1cccc2c1B(O)OC2.